The task is: Regression. Given a peptide amino acid sequence and an MHC pseudo amino acid sequence, predict their binding affinity value. This is MHC class I binding data.. This data is from Peptide-MHC class I binding affinity with 185,985 pairs from IEDB/IMGT. (1) The peptide sequence is EMDKDDESLI. The MHC is HLA-A02:02 with pseudo-sequence HLA-A02:02. The binding affinity (normalized) is 0.302. (2) The peptide sequence is DLEKYNLAF. The MHC is HLA-B46:01 with pseudo-sequence HLA-B46:01. The binding affinity (normalized) is 0.0847.